Dataset: Catalyst prediction with 721,799 reactions and 888 catalyst types from USPTO. Task: Predict which catalyst facilitates the given reaction. (1) Reactant: [F:1][C:2]1[CH:3]=[C:4](/[CH:9]=[CH:10]/[CH2:11][OH:12])[CH:5]=[C:6]([F:8])[CH:7]=1. Product: [F:1][C:2]1[CH:3]=[C:4](/[CH:9]=[CH:10]/[CH:11]=[O:12])[CH:5]=[C:6]([F:8])[CH:7]=1. The catalyst class is: 177. (2) Reactant: [CH3:1][C:2]1[C:6]2[CH:7]=[CH:8][C:9]([O:11][CH2:12][CH2:13][CH2:14][O:15][C:16]3[CH:17]=[C:18]4[C:22](=[CH:23][CH:24]=3)[C@H:21]([CH2:25][C:26]([O:28]CC)=[O:27])[CH2:20][CH2:19]4)=[CH:10][C:5]=2[O:4][CH:3]=1.O[Li].O. Product: [CH3:1][C:2]1[C:6]2[CH:7]=[CH:8][C:9]([O:11][CH2:12][CH2:13][CH2:14][O:15][C:16]3[CH:17]=[C:18]4[C:22](=[CH:23][CH:24]=3)[C@H:21]([CH2:25][C:26]([OH:28])=[O:27])[CH2:20][CH2:19]4)=[CH:10][C:5]=2[O:4][CH:3]=1. The catalyst class is: 20. (3) Reactant: [F:1][C:2]1[CH:7]=[CH:6][C:5]([C:8]2[O:9][C:10]3[CH:20]=[CH:19][C:18]([C:21]4[CH:22]=[C:23]([CH:27]=[CH:28][CH:29]=4)[C:24](O)=[O:25])=[CH:17][C:11]=3[C:12]=2[C:13](=[O:16])[NH:14][CH3:15])=[CH:4][CH:3]=1.Cl.[NH2:31][C:32]1([C:35]([NH:37][S:38]([CH:41]2[CH2:43][CH2:42]2)(=[O:40])=[O:39])=[O:36])[CH2:34][CH2:33]1.CN(C(ON1N=NC2C=CC=NC1=2)=[N+](C)C)C.F[P-](F)(F)(F)(F)F.CCN(C(C)C)C(C)C. Product: [CH:41]1([S:38]([NH:37][C:35]([C:32]2([NH:31][C:24]([C:23]3[CH:22]=[C:21]([C:18]4[CH:19]=[CH:20][C:10]5[O:9][C:8]([C:5]6[CH:6]=[CH:7][C:2]([F:1])=[CH:3][CH:4]=6)=[C:12]([C:13]([NH:14][CH3:15])=[O:16])[C:11]=5[CH:17]=4)[CH:29]=[CH:28][CH:27]=3)=[O:25])[CH2:34][CH2:33]2)=[O:36])(=[O:40])=[O:39])[CH2:43][CH2:42]1. The catalyst class is: 475. (4) Reactant: [F:1][C:2]1([F:19])[CH2:7][CH2:6][N:5]([C:8]([O:10][C:11]([CH3:14])([CH3:13])[CH3:12])=[O:9])[CH:4]([C:15]([O:17]C)=[O:16])[CH2:3]1.CO.O.[OH-].[Li+]. Product: [C:11]([O:10][C:8]([N:5]1[CH2:6][CH2:7][C:2]([F:1])([F:19])[CH2:3][CH:4]1[C:15]([OH:17])=[O:16])=[O:9])([CH3:14])([CH3:12])[CH3:13]. The catalyst class is: 1.